Dataset: Full USPTO retrosynthesis dataset with 1.9M reactions from patents (1976-2016). Task: Predict the reactants needed to synthesize the given product. (1) Given the product [CH3:1][O:2][C:3](=[O:47])[CH2:4][C:5]1[CH:10]=[C:9]([C:11]([F:12])([F:13])[F:14])[CH:8]=[CH:7][C:6]=1[CH2:15][CH2:16][C:17]1[C:22]([C:23]([F:25])([F:26])[F:24])=[CH:21][N:20]=[C:19]([NH:27][C:28]2[CH:33]=[CH:32][C:31]([CH:34]3[CH2:39][CH2:38][N:37]([C:40]([O:42][C:43]([CH3:46])([CH3:45])[CH3:44])=[O:41])[CH2:36][CH2:35]3)=[CH:30][CH:29]=2)[N:18]=1, predict the reactants needed to synthesize it. The reactants are: [CH3:1][O:2][C:3](=[O:47])[CH2:4][C:5]1[CH:10]=[C:9]([C:11]([F:14])([F:13])[F:12])[CH:8]=[CH:7][C:6]=1[C:15]#[C:16][C:17]1[C:22]([C:23]([F:26])([F:25])[F:24])=[CH:21][N:20]=[C:19]([NH:27][C:28]2[CH:33]=[CH:32][C:31]([CH:34]3[CH2:39][CH2:38][N:37]([C:40]([O:42][C:43]([CH3:46])([CH3:45])[CH3:44])=[O:41])[CH2:36][CH2:35]3)=[CH:30][CH:29]=2)[N:18]=1.OCC1(OC[C@@H](O)[C@@H](O)[C@H]1O)O. (2) Given the product [Cl:1][C:2]1[CH:3]=[C:4]([N:10]2[CH:22]([CH:23]3[CH2:27][CH2:26][CH2:25][CH2:24]3)[CH:21]3[C:12]([C:13]4[CH:14]=[CH:15][C:16]([C:28]([N:35]5[CH2:36][CH2:37][N:32]([CH3:31])[CH2:33][CH2:34]5)=[O:30])=[N:17][C:18]=4[CH2:19][CH2:20]3)=[N:11]2)[CH:5]=[CH:6][C:7]=1[C:8]#[N:9], predict the reactants needed to synthesize it. The reactants are: [Cl:1][C:2]1[CH:3]=[C:4]([N:10]2[CH:22]([CH:23]3[CH2:27][CH2:26][CH2:25][CH2:24]3)[CH:21]3[C:12]([C:13]4[CH:14]=[CH:15][C:16]([C:28]([OH:30])=O)=[N:17][C:18]=4[CH2:19][CH2:20]3)=[N:11]2)[CH:5]=[CH:6][C:7]=1[C:8]#[N:9].[CH3:31][N:32]1[CH2:37][CH2:36][NH:35][CH2:34][CH2:33]1.CCN(C(C)C)C(C)C.CN(C(ON1N=NC2C=CC=NC1=2)=[N+](C)C)C.F[P-](F)(F)(F)(F)F.